From a dataset of Reaction yield outcomes from USPTO patents with 853,638 reactions. Predict the reaction yield, written as a fraction of the theoretical maximum amount of product (1.0 means a 100% yield; for example, 0.34 means a 34% yield). (1) The reactants are C(=O)([O-])[O-].[Cs+].[Cs+].[OH:7][C:8]1[CH:13]=[CH:12][C:11]([C:14]2[CH:15]=[C:16]3[C:21](=[CH:22][CH:23]=2)[N:20]=[C:19]([C:24]([O:26][CH2:27][CH3:28])=[O:25])[C:18]([CH3:29])=[CH:17]3)=[CH:10][CH:9]=1.Cl[CH2:31][C:32]1[C:33]([C:40]2[C:45]([Cl:46])=[CH:44][CH:43]=[CH:42][C:41]=2[Cl:47])=[N:34][O:35][C:36]=1[CH:37]([CH3:39])[CH3:38].O. The catalyst is CN(C)C=O. The product is [Cl:46][C:45]1[CH:44]=[CH:43][CH:42]=[C:41]([Cl:47])[C:40]=1[C:33]1[C:32]([CH2:31][O:7][C:8]2[CH:13]=[CH:12][C:11]([C:14]3[CH:15]=[C:16]4[C:21](=[CH:22][CH:23]=3)[N:20]=[C:19]([C:24]([O:26][CH2:27][CH3:28])=[O:25])[C:18]([CH3:29])=[CH:17]4)=[CH:10][CH:9]=2)=[C:36]([CH:37]([CH3:39])[CH3:38])[O:35][N:34]=1. The yield is 0.440. (2) The reactants are [Cl-].C[S+](C)(C)=O.[CH3:7]C(C)([O-])C.[K+].[N+:13]([C:16]1[CH:17]=[N:18][CH:19]=[CH:20][C:21]=1[C:22](=[CH2:27])[C:23]([O:25][CH3:26])=[O:24])([O-:15])=[O:14]. The catalyst is O1CCCC1. The product is [N+:13]([C:16]1[CH:17]=[N:18][CH:19]=[CH:20][C:21]=1[C:22]1([C:23]([O:25][CH3:26])=[O:24])[CH2:7][CH2:27]1)([O-:15])=[O:14]. The yield is 0.330. (3) The product is [N:1]1[C:2]2[C:3](=[CH:4][C:5]3[O:10][CH2:9][CH2:8][O:7][C:6]=3[CH:11]=2)[C:12](=[O:14])[NH:19][CH:18]=1. The reactants are [NH2:1][C:2]1[C:3]([C:12]([O:14]CC)=O)=[CH:4][C:5]2[O:10][CH2:9][CH2:8][O:7][C:6]=2[CH:11]=1.Cl.[CH:18](N)=[NH:19]. The yield is 0.840. The catalyst is C(N)=O. (4) The catalyst is O1CCOCC1.[OH-].[Na+]. The product is [NH2:10][C:8]([NH:7][CH2:6][C@@H:2]([C:3]([OH:5])=[O:4])[NH:1][C:12]([O:14][CH3:15])=[O:13])=[O:9]. The reactants are [NH2:1][CH:2]([CH2:6][NH:7][C:8]([NH2:10])=[O:9])[C:3]([OH:5])=[O:4].Cl[C:12]([O:14][CH3:15])=[O:13]. The yield is 0.536. (5) The reactants are [CH2:1]([O:8][C:9]([C:11]1[CH:16]([C:17]2[CH:22]=[CH:21][C:20]([F:23])=[C:19]([F:24])[CH:18]=2)[NH:15][C:14]([O:25][CH3:26])=[N:13][C:12]=1[CH2:27][CH3:28])=[O:10])[C:2]1[CH:7]=[CH:6][CH:5]=[CH:4][CH:3]=1.Cl[C:30]([O:32][C:33]1[CH:38]=[CH:37][C:36]([N+:39]([O-:41])=[O:40])=[CH:35][CH:34]=1)=[O:31]. The catalyst is CN(C)C1C=CN=CC=1.C(Cl)Cl. The product is [CH2:1]([O:8][C:9]([C:11]1[CH:16]([C:17]2[CH:22]=[CH:21][C:20]([F:23])=[C:19]([F:24])[CH:18]=2)[N:15]([C:30]([O:32][C:33]2[CH:34]=[CH:35][C:36]([N+:39]([O-:41])=[O:40])=[CH:37][CH:38]=2)=[O:31])[C:14]([O:25][CH3:26])=[N:13][C:12]=1[CH2:27][CH3:28])=[O:10])[C:2]1[CH:7]=[CH:6][CH:5]=[CH:4][CH:3]=1. The yield is 0.500. (6) The reactants are [CH2:1]1[CH2:5][O:4][CH2:3][CH2:2]1.[Cl:6][C:7]1[CH:12]=[CH:11][C:10]([OH:13])=[CH:9][CH:8]=1.C(O[CH2:17][CH3:18])C. No catalyst specified. The product is [Cl:6][C:7]1[CH:12]=[CH:11][C:10]([O:13][C@H:18]2[CH:17]=[CH:5][C:1]3[C:2](=[CH:5][CH:1]=[CH:2][CH:3]=3)[C@@H:3]2[OH:4])=[CH:9][CH:8]=1. The yield is 0.890. (7) The reactants are [Cl:1][C:2]1[CH:7]=[CH:6][C:5]([S:8][C:9]2[S:13][C:12]([C:14]([OH:16])=O)=[CH:11][CH:10]=2)=[CH:4][CH:3]=1.C1(OP(Cl)(OC2C=CC=CC=2)=O)C=CC=CC=1.[NH2:34][C@@H:35]1[CH:40]2[CH2:41][CH2:42][N:37]([CH2:38][CH2:39]2)[CH2:36]1.CO. The catalyst is C(Cl)Cl. The product is [N:37]12[CH2:42][CH2:41][CH:40]([CH2:39][CH2:38]1)[C@@H:35]([NH:34][C:14]([C:12]1[S:13][C:9]([S:8][C:5]3[CH:4]=[CH:3][C:2]([Cl:1])=[CH:7][CH:6]=3)=[CH:10][CH:11]=1)=[O:16])[CH2:36]2. The yield is 0.710.